From a dataset of Blood-brain barrier permeability classification from the B3DB database. Regression/Classification. Given a drug SMILES string, predict its absorption, distribution, metabolism, or excretion properties. Task type varies by dataset: regression for continuous measurements (e.g., permeability, clearance, half-life) or binary classification for categorical outcomes (e.g., BBB penetration, CYP inhibition). Dataset: b3db_classification. (1) The molecule is OC1CCN(c2ccnc(N[C@H](c3ccccn3)C3CC(O)C3)n2)CC1. The result is 1 (penetrates BBB). (2) The compound is COc1ccc(Cl)cc1[C@]1(F)C(=O)Nc2cc(C(F)(F)F)ccc21. The result is 1 (penetrates BBB). (3) The molecule is CC(C)(C#N)c1cc(Cn2cncn2)cc(C(C)(C)C#N)c1. The result is 0 (does not penetrate BBB).